Dataset: Reaction yield outcomes from USPTO patents with 853,638 reactions. Task: Predict the reaction yield, written as a fraction of the theoretical maximum amount of product (1.0 means a 100% yield; for example, 0.34 means a 34% yield). (1) The reactants are [CH2:1]=[CH:2][CH:3]1[CH2:8][CH:7]2[O:9][CH:6]2[CH2:5][CH2:4]1.[C:10]([OH:21])(=[O:20])[CH2:11][CH2:12][CH2:13][CH2:14][CH2:15][CH2:16][C:17]([OH:19])=[O:18].C(N([CH2:27][CH3:28])CC)C. The catalyst is C1(C)C=CC=CC=1. The product is [OH:9][CH:7]1[CH2:8][CH2:3][CH:4]([CH:27]=[CH2:28])[CH2:5][CH:6]1[O:18][C:17](=[O:19])[CH2:16][CH2:15][CH2:14][CH2:13][CH2:12][CH2:11][C:10]([O:21][CH:7]1[CH2:8][CH:3]([CH:2]=[CH2:1])[CH2:4][CH2:5][CH:6]1[OH:9])=[O:20]. The yield is 0.220. (2) The reactants are [NH2:1][C:2]1[NH:6][N:5]=[C:4]([NH:7][C:8]2[CH:13]=[CH:12][C:11]([CH:14]([CH3:16])[CH3:15])=[CH:10][CH:9]=2)[C:3]=1[C:17]([NH2:19])=[O:18].[OH:20][C:21]1[CH:28]=[CH:27][C:24]([CH:25]=O)=[CH:23][CH:22]=1.N1CCCCC1. The catalyst is C(O)C. The product is [OH:20][C:21]1[CH:28]=[CH:27][C:24]([CH:25]=[N:1][C:2]2[NH:6][N:5]=[C:4]([NH:7][C:8]3[CH:9]=[CH:10][C:11]([CH:14]([CH3:16])[CH3:15])=[CH:12][CH:13]=3)[C:3]=2[C:17]([NH2:19])=[O:18])=[CH:23][CH:22]=1. The yield is 0.970. (3) The reactants are Br[C:2]1[C:7]([CH3:8])=[CH:6][CH:5]=[CH:4][N:3]=1.C([O-])([O-])=O.[K+].[K+].N#N.[C:17]([O:21][C:22]([C:24]1[CH:25]=[C:26](B(O)O)[CH:27]=[CH:28][CH:29]=1)=[O:23])([CH3:20])([CH3:19])[CH3:18].C(Cl)Cl.CS(O)(=O)=O.[OH-].[Na+]. The catalyst is C1(C)C=CC=CC=1.C1C=CC(P(C2C=CC=CC=2)[C-]2C=CC=C2)=CC=1.C1C=CC(P(C2C=CC=CC=2)[C-]2C=CC=C2)=CC=1.Cl[Pd]Cl.[Fe+2].O. The product is [C:17]([O:21][C:22](=[O:23])[C:24]1[CH:25]=[CH:26][CH:27]=[C:28]([C:2]2[C:7]([CH3:8])=[CH:6][CH:5]=[CH:4][N:3]=2)[CH:29]=1)([CH3:20])([CH3:18])[CH3:19]. The yield is 0.820.